This data is from Forward reaction prediction with 1.9M reactions from USPTO patents (1976-2016). The task is: Predict the product of the given reaction. (1) Given the reactants [Cl:1][C:2]1[N:7]=[C:6]([NH:8][CH2:9][C:10]2[CH:11]=[C:12]([NH:16][S:17]([C:20]3[CH:25]=[CH:24][CH:23]=[C:22]([N+:26]([O-])=O)[CH:21]=3)(=[O:19])=[O:18])[CH:13]=[CH:14][CH:15]=2)[C:5]([Cl:29])=[CH:4][N:3]=1.CO.C(O)(=O)C.C([O-])(O)=O.[Na+], predict the reaction product. The product is: [NH2:26][C:22]1[CH:21]=[C:20]([S:17]([NH:16][C:12]2[CH:13]=[CH:14][CH:15]=[C:10]([CH2:9][NH:8][C:6]3[C:5]([Cl:29])=[CH:4][N:3]=[C:2]([Cl:1])[N:7]=3)[CH:11]=2)(=[O:18])=[O:19])[CH:25]=[CH:24][CH:23]=1. (2) Given the reactants CN(C)[CH:3]=[CH:4][C:5]([C:7]1[N:14]2[C:10]([O:11][CH:12]=[CH:13]2)=[N:9][C:8]=1[C:15]1[CH:20]=[CH:19][CH:18]=[CH:17][C:16]=1[Cl:21])=O.Cl.[N:24]12[CH2:31][CH2:30][CH:27]([CH2:28][CH2:29]1)[C@@H:26]([NH:32][C:33]([NH2:35])=[NH:34])[CH2:25]2.[O-]CC.[Na+], predict the reaction product. The product is: [Cl:21][C:16]1[CH:17]=[CH:18][CH:19]=[CH:20][C:15]=1[C:8]1[N:9]=[C:10]2[N:14]([C:7]=1[C:5]1[CH:4]=[CH:3][N:35]=[C:33]([NH:32][C@@H:26]3[CH:27]4[CH2:28][CH2:29][N:24]([CH2:31][CH2:30]4)[CH2:25]3)[N:34]=1)[CH:13]=[CH:12][O:11]2. (3) Given the reactants [N:1]1([C:7]2[C:12](/[CH:13]=[CH:14]/[C:15](O)=[O:16])=[CH:11][CH:10]=[C:9]([C:18]([F:21])([F:20])[F:19])[N:8]=2)[CH2:6][CH2:5][CH2:4][CH2:3][CH2:2]1.C(=O)([O-])[O-].[Cs+].[Cs+].Br.[Cl:29][C:30]1[C:39]([OH:40])=[C:38]([OH:41])[C:37]([Cl:42])=[C:36]2[C:31]=1[CH2:32][CH2:33][NH:34][CH2:35]2.CCN=C=NCCCN(C)C.Cl.C1C=CC2N(O)N=NC=2C=1, predict the reaction product. The product is: [Cl:29][C:30]1[C:39]([OH:40])=[C:38]([OH:41])[C:37]([Cl:42])=[C:36]2[C:31]=1[CH2:32][CH2:33][N:34]([C:15](=[O:16])/[CH:14]=[CH:13]/[C:12]1[C:7]([N:1]3[CH2:6][CH2:5][CH2:4][CH2:3][CH2:2]3)=[N:8][C:9]([C:18]([F:21])([F:20])[F:19])=[CH:10][CH:11]=1)[CH2:35]2. (4) Given the reactants [NH2:1][C:2]1[N:7]=[N:6][C:5]([CH2:8][CH2:9][CH2:10][CH2:11][N:12]2[CH:16]=[C:15]([C:17]([O:19][C:20]([CH3:23])([CH3:22])[CH3:21])=[O:18])[N:14]=[N:13]2)=[CH:4][CH:3]=1.N1C=CC=CC=1.[F:30][C:31]([F:44])([F:43])[O:32][C:33]1[CH:34]=[C:35]([CH2:39][C:40](O)=[O:41])[CH:36]=[CH:37][CH:38]=1.C(P1(=O)OP(CCC)(=O)OP(CCC)(=O)O1)CC, predict the reaction product. The product is: [F:30][C:31]([F:43])([F:44])[O:32][C:33]1[CH:34]=[C:35]([CH2:39][C:40]([NH:1][C:2]2[N:7]=[N:6][C:5]([CH2:8][CH2:9][CH2:10][CH2:11][N:12]3[CH:16]=[C:15]([C:17]([O:19][C:20]([CH3:23])([CH3:22])[CH3:21])=[O:18])[N:14]=[N:13]3)=[CH:4][CH:3]=2)=[O:41])[CH:36]=[CH:37][CH:38]=1. (5) Given the reactants [C:1]1([CH2:7][CH2:8][CH2:9][Br:10])[CH:6]=[CH:5][CH:4]=[CH:3][CH:2]=1.[N:11]1[CH:16]=[CH:15][C:14]([C:17]2[CH:22]=[CH:21][N:20]=[CH:19][CH:18]=2)=[CH:13][CH:12]=1, predict the reaction product. The product is: [Br-:10].[N:11]1[CH:16]=[CH:15][C:14]([C:17]2[CH:22]=[CH:21][N+:20]([CH2:9][CH2:8][CH2:7][C:1]3[CH:6]=[CH:5][CH:4]=[CH:3][CH:2]=3)=[CH:19][CH:18]=2)=[CH:13][CH:12]=1. (6) Given the reactants CCN(C(C)C)C(C)C.[OH:10][C:11]1[CH:23]=[CH:22][CH:21]=[CH:20][C:12]=1[C:13]([NH:15][CH2:16][C:17]([OH:19])=O)=[O:14].CCN=C=NCCCN(C)C.C1C=CC2N(O)N=NC=2C=1.[N:45]1([C:51]([C:53]2[CH:58]=[CH:57][CH:56]=[CH:55][C:54]=2[C:59]([F:62])([F:61])[F:60])=[O:52])[CH2:50][CH2:49][NH:48][CH2:47][CH2:46]1, predict the reaction product. The product is: [OH:10][C:11]1[CH:23]=[CH:22][CH:21]=[CH:20][C:12]=1[C:13]([NH:15][CH2:16][C:17](=[O:19])[N:48]1[CH2:49][CH2:50][N:45]([C:51](=[O:52])[C:53]2[CH:58]=[CH:57][CH:56]=[CH:55][C:54]=2[C:59]([F:62])([F:60])[F:61])[CH2:46][CH2:47]1)=[O:14]. (7) Given the reactants [I:1][C:2]1[CH:8]=[CH:7][C:5]([NH2:6])=[CH:4][C:3]=1[CH3:9].[N:10]([C:13]1[CH:18]=[CH:17][CH:16]=[C:15]([C:19]([F:22])([F:21])[F:20])[CH:14]=1)=[C:11]=[O:12].[N-]=C=O, predict the reaction product. The product is: [I:1][C:2]1[CH:8]=[CH:7][C:5]([NH:6][C:11]([NH:10][C:13]2[CH:18]=[CH:17][CH:16]=[C:15]([C:19]([F:20])([F:21])[F:22])[CH:14]=2)=[O:12])=[CH:4][C:3]=1[CH3:9]. (8) Given the reactants [CH3:1][O:2][C:3]1[CH:4]=[N:5][C:6]([N:11]2[C:20](=[O:21])[C:19]3[C:14](=[CH:15][C:16]([C:22](O)=[O:23])=[CH:17][CH:18]=3)[NH:13][C:12]2=[S:25])=[N:7][C:8]=1[O:9][CH3:10].[N:26]1[CH:31]=[CH:30][CH:29]=[C:28]([CH2:32][NH2:33])[CH:27]=1.CCN(C(C)C)C(C)C.CN(C(ON1N=NC2C=CC=NC1=2)=[N+](C)C)C.F[P-](F)(F)(F)(F)F, predict the reaction product. The product is: [CH3:10][O:9][C:8]1[C:3]([O:2][CH3:1])=[CH:4][N:5]=[C:6]([N:11]2[C:20](=[O:21])[C:19]3[C:14](=[CH:15][C:16]([C:22]([NH:33][CH2:32][C:28]4[CH:27]=[N:26][CH:31]=[CH:30][CH:29]=4)=[O:23])=[CH:17][CH:18]=3)[NH:13][C:12]2=[S:25])[N:7]=1. (9) Given the reactants Br[C:2]1[C:3]([C:12]([OH:14])=[O:13])=[N:4][C:5]([C:8]([CH3:11])([CH3:10])[CH3:9])=[N:6][CH:7]=1.[OH-].[Na+], predict the reaction product. The product is: [C:8]([C:5]1[N:4]=[C:3]([C:12]([OH:14])=[O:13])[CH:2]=[CH:7][N:6]=1)([CH3:11])([CH3:9])[CH3:10].